Dataset: Reaction yield outcomes from USPTO patents with 853,638 reactions. Task: Predict the reaction yield, written as a fraction of the theoretical maximum amount of product (1.0 means a 100% yield; for example, 0.34 means a 34% yield). (1) The reactants are Cl.[NH:2]1[CH2:7][CH2:6][CH2:5][C@@H:4]([OH:8])[CH2:3]1.[C:9]([O:13][C:14](O[C:14]([O:13][C:9]([CH3:12])([CH3:11])[CH3:10])=[O:15])=[O:15])([CH3:12])([CH3:11])[CH3:10].C(N(CC)CC)C. The catalyst is C(Cl)Cl. The product is [C:9]([O:13][C:14]([N:2]1[CH2:7][CH2:6][CH2:5][C@@H:4]([OH:8])[CH2:3]1)=[O:15])([CH3:12])([CH3:11])[CH3:10]. The yield is 1.00. (2) The reactants are Br[C:2]1[N:10]([CH2:11][C:12]2[CH:17]=[CH:16][C:15]([Cl:18])=[CH:14][CH:13]=2)[C:9]2[C:8](=[O:19])[N:7]([CH2:20][CH2:21][CH2:22][O:23][CH:24]3[CH2:29][CH2:28][CH2:27][CH2:26][O:25]3)[C:6](=[O:30])[N:5]([CH3:31])[C:4]=2[N:3]=1.[F:32][C:33]([F:43])([F:42])[O:34][C:35]1[CH:36]=[C:37]([CH:39]=[CH:40][CH:41]=1)[NH2:38].CC(C1C=C(C(C)C)C(C2C=CC=CC=2P(C2CCCCC2)C2CCCCC2)=C(C(C)C)C=1)C.C([O-])(C)(C)C.[K+]. The catalyst is C1(C)C=CC=CC=1.C1C=CC(/C=C/C(/C=C/C2C=CC=CC=2)=O)=CC=1.C1C=CC(/C=C/C(/C=C/C2C=CC=CC=2)=O)=CC=1.C1C=CC(/C=C/C(/C=C/C2C=CC=CC=2)=O)=CC=1.[Pd].[Pd]. The product is [Cl:18][C:15]1[CH:16]=[CH:17][C:12]([CH2:11][N:10]2[C:9]3[C:8](=[O:19])[N:7]([CH2:20][CH2:21][CH2:22][O:23][CH:24]4[CH2:29][CH2:28][CH2:27][CH2:26][O:25]4)[C:6](=[O:30])[N:5]([CH3:31])[C:4]=3[N:3]=[C:2]2[NH:38][C:37]2[CH:39]=[CH:40][CH:41]=[C:35]([O:34][C:33]([F:32])([F:42])[F:43])[CH:36]=2)=[CH:13][CH:14]=1. The yield is 0.576. (3) The reactants are [CH2:1]([Mg]Br)[CH3:2].O1CCCC1.CON(C)[C:13](=[O:31])[CH2:14][C:15]1[CH:20]=[CH:19][C:18]([C:21]2[CH:26]=[CH:25][C:24]([C:27]([F:30])([F:29])[F:28])=[CH:23][CH:22]=2)=[CH:17][CH:16]=1. The catalyst is C(OCC)(=O)C.CCCCCC. The product is [F:28][C:27]([F:29])([F:30])[C:24]1[CH:23]=[CH:22][C:21]([C:18]2[CH:19]=[CH:20][C:15]([CH2:14][C:13](=[O:31])[CH2:1][CH3:2])=[CH:16][CH:17]=2)=[CH:26][CH:25]=1. The yield is 0.420. (4) The reactants are [CH3:1][C:2]1[CH:7]=[C:6]([C:8]([C:10]([F:13])([F:12])[F:11])=[CH2:9])[CH:5]=[C:4]([CH3:14])[C:3]=1[NH2:15].[CH3:16][C:17]1[CH:34]=[CH:33][CH:32]=[CH:31][C:18]=1[C:19]([NH:21][C:22]1[CH:23]=[C:24]([CH:28]=[CH:29][CH:30]=1)[C:25](O)=[O:26])=[O:20].O=C1N([ClH]P([ClH]N2CCOC2=O)=O)CCO1.C(N(CC)C(C)C)(C)C. The catalyst is CN(C)C=O.O.C(OCC)(=O)C. The product is [CH3:1][C:2]1[CH:7]=[C:6]([C:8]([C:10]([F:13])([F:11])[F:12])=[CH2:9])[CH:5]=[C:4]([CH3:14])[C:3]=1[NH:15][C:25]([C:24]1[CH:23]=[C:22]([NH:21][C:19](=[O:20])[C:18]2[CH:31]=[CH:32][CH:33]=[CH:34][C:17]=2[CH3:16])[CH:30]=[CH:29][CH:28]=1)=[O:26]. The yield is 0.260. (5) The reactants are [OH:1][C@H:2]1[CH2:7][CH2:6][CH2:5][CH2:4][C@@H:3]1[NH:8][C:9](=[O:20])[C@@H:10]([OH:19])[C@@H:11]([N:16]=[N+]=[N-])[CH2:12][CH2:13][CH2:14][CH3:15]. The catalyst is [C].[Pd].CO. The product is [OH:1][C@H:2]1[CH2:7][CH2:6][CH2:5][CH2:4][C@@H:3]1[NH:8][C:9](=[O:20])[C@@H:10]([OH:19])[C@@H:11]([NH2:16])[CH2:12][CH2:13][CH2:14][CH3:15]. The yield is 0.910. (6) The reactants are [N+:1]([C:4]1[CH:21]=[CH:20][C:7]([O:8][C:9]2[CH:10]=[C:11]3[C:15](=[CH:16][CH:17]=2)[C:14](=[O:18])[NH:13][C:12]3=[O:19])=[CH:6][CH:5]=1)([O-:3])=[O:2].[H-].[Na+].[CH3:24]I.O. The catalyst is CN(C=O)C. The product is [N+:1]([C:4]1[CH:21]=[CH:20][C:7]([O:8][C:9]2[CH:10]=[C:11]3[C:15](=[CH:16][CH:17]=2)[C:14](=[O:18])[N:13]([CH3:24])[C:12]3=[O:19])=[CH:6][CH:5]=1)([O-:3])=[O:2]. The yield is 0.830. (7) The reactants are Br[C:2]1[CH:7]=[C:6]([CH2:8][CH2:9][CH3:10])[C:5]([Br:11])=[CH:4][N:3]=1.C(=O)([O-])O.[Na+].[CH3:17][N:18](C)C=O. No catalyst specified. The product is [Br:11][C:5]1[C:6]([CH2:8][CH2:9][CH3:10])=[CH:7][C:2]([C:17]#[N:18])=[N:3][CH:4]=1. The yield is 0.600.